Task: Predict the reactants needed to synthesize the given product.. Dataset: Full USPTO retrosynthesis dataset with 1.9M reactions from patents (1976-2016) (1) The reactants are: [CH2:1]([O:3][C:4](=[O:25])[CH2:5][C:6]1[CH:11]=[CH:10][C:9]([Cl:12])=[C:8]([O:13][C:14]2[CH:19]=[CH:18][C:17]([N+:20]([O-:22])=[O:21])=[CH:16][C:15]=2[CH2:23]Br)[CH:7]=1)[CH3:2].[CH3:26][C:27]([SH:30])([CH3:29])[CH3:28]. Given the product [CH2:1]([O:3][C:4](=[O:25])[CH2:5][C:6]1[CH:11]=[CH:10][C:9]([Cl:12])=[C:8]([O:13][C:14]2[CH:19]=[CH:18][C:17]([N+:20]([O-:22])=[O:21])=[CH:16][C:15]=2[CH2:23][S:30][C:27]([CH3:29])([CH3:28])[CH3:26])[CH:7]=1)[CH3:2], predict the reactants needed to synthesize it. (2) Given the product [F:14][CH:2]([F:1])[O:3][C:4]1[N:9]=[C:8]([CH2:10][OH:11])[CH:7]=[CH:6][CH:5]=1, predict the reactants needed to synthesize it. The reactants are: [F:1][CH:2]([F:14])[O:3][C:4]1[N:9]=[C:8]([C:10](OC)=[O:11])[CH:7]=[CH:6][CH:5]=1.CC(C[AlH]CC(C)C)C.[OH-].[Na+].C([O-])(O)=O.[Na+]. (3) Given the product [Cl:1][C:2]1[N:3]=[C:4]([N:19]2[CH2:24][CH2:23][O:22][CH2:21][CH2:20]2)[C:5]2[CH:10]=[CH:9][N:8]([CH2:11][C:12]3[CH:13]=[C:14]([NH:15][C:30]([NH2:27])=[O:35])[CH:16]=[CH:17][CH:18]=3)[C:6]=2[N:7]=1, predict the reactants needed to synthesize it. The reactants are: [Cl:1][C:2]1[N:3]=[C:4]([N:19]2[CH2:24][CH2:23][O:22][CH2:21][CH2:20]2)[C:5]2[CH:10]=[CH:9][N:8]([CH2:11][C:12]3[CH:13]=[C:14]([CH:16]=[CH:17][CH:18]=3)[NH2:15])[C:6]=2[N:7]=1.CC[N:27]([CH2:30]C)CC.ClC(Cl)([O:35]C(=O)OC(Cl)(Cl)Cl)Cl.[OH-].[NH4+]. (4) Given the product [Cl:1][C:2]1[CH:3]=[CH:4][C:5]([NH:18][CH2:19][CH:20]2[CH2:25][CH2:24][N:23]([CH:26]3[CH2:31][CH2:30][CH2:29][CH2:28][CH2:27]3)[CH2:22][CH2:21]2)=[C:6]([CH:17]=1)[C:7]([NH:9][C:10]1[CH:15]=[CH:14][C:13]([CH3:16])=[CH:12][N:11]=1)=[O:8], predict the reactants needed to synthesize it. The reactants are: [Cl:1][C:2]1[CH:3]=[CH:4][C:5]([NH:18][CH2:19][CH:20]2[CH2:25][CH2:24][NH:23][CH2:22][CH2:21]2)=[C:6]([CH:17]=1)[C:7]([NH:9][C:10]1[CH:15]=[CH:14][C:13]([CH3:16])=[CH:12][N:11]=1)=[O:8].[C:26]1(=O)[CH2:31][CH2:30][CH2:29][CH2:28][CH2:27]1.C([BH3-])#N.[Na+]. (5) Given the product [F:13][B-:14]([F:17])([F:16])[F:15].[CH2:18]([N+:7]1[C:6]2[CH:11]=[CH:12][C:3]([O:2][CH3:1])=[CH:4][C:5]=2[S:9][C:8]=1[CH3:10])[CH3:19], predict the reactants needed to synthesize it. The reactants are: [CH3:1][O:2][C:3]1[CH:12]=[CH:11][C:6]2[N:7]=[C:8]([CH3:10])[S:9][C:5]=2[CH:4]=1.[F:13][B-:14]([F:17])([F:16])[F:15].[CH2:18]([O+](CC)CC)[CH3:19]. (6) Given the product [CH:23]1[C:32]2[C:27](=[CH:28][CH:29]=[CH:30][CH:31]=2)[C:26]([C:2]2[CH:3]=[C:4]([N:8]3[C:16]4[CH:11]=[CH:12][C:13]([CH3:17])=[CH:14][C:15]=4[C:21]4[CH2:20][N:19]([CH3:22])[CH2:18][CH2:10][C:9]3=4)[CH:5]=[CH:6][CH:7]=2)=[CH:25][N:24]=1, predict the reactants needed to synthesize it. The reactants are: Br[C:2]1[CH:3]=[C:4]([N:8]2[C:16]3[CH:15]=[CH:14][C:13]([CH3:17])=[CH:12][C:11]=3[C:10]3[CH2:18][N:19]([CH3:22])[CH2:20][CH2:21][C:9]2=3)[CH:5]=[CH:6][CH:7]=1.[CH:23]1[C:32]2[C:27](=[CH:28][CH:29]=[CH:30][CH:31]=2)[C:26](B(O)O)=[CH:25][N:24]=1.C([O-])([O-])=O.[K+].[K+]. (7) The reactants are: [N:1]1[CH:6]=[CH:5][CH:4]=[C:3]([C:7]2[CH:15]=[CH:14][CH:13]=[CH:12][C:8]=2[C:9]([NH2:11])=[O:10])[CH:2]=1.[ClH:16]. Given the product [ClH:16].[NH:1]1[CH2:6][CH2:5][CH2:4][CH:3]([C:7]2[CH:15]=[CH:14][CH:13]=[CH:12][C:8]=2[C:9]([NH2:11])=[O:10])[CH2:2]1, predict the reactants needed to synthesize it. (8) Given the product [CH2:1]([CH:4]([CH2:8][CH2:9][CH3:10])[C:5]([O:7][CH2:11][CH2:12][CH2:13][CH2:14][OH:15])=[O:6])[CH2:2][CH3:3], predict the reactants needed to synthesize it. The reactants are: [CH2:1]([CH:4]([CH2:8][CH2:9][CH3:10])[C:5]([OH:7])=[O:6])[CH2:2][CH3:3].[CH2:11](O)[CH2:12][CH2:13][CH2:14][OH:15].